The task is: Predict which catalyst facilitates the given reaction.. This data is from Catalyst prediction with 721,799 reactions and 888 catalyst types from USPTO. (1) Reactant: C[Si]([N-][Si](C)(C)C)(C)C.[Na+].[CH3:11][C:12]([CH3:16])([CH3:15])[CH2:13][OH:14].[C:17]([C:19]1[CH:26]=[CH:25][C:22]([CH2:23]Br)=[CH:21][CH:20]=1)#[N:18].O. Product: [CH3:11][C:12]([CH3:16])([CH3:15])[CH2:13][O:14][CH2:23][C:22]1[CH:25]=[CH:26][C:19]([C:17]#[N:18])=[CH:20][CH:21]=1. The catalyst class is: 12. (2) Reactant: [CH3:1][O:2][CH:3]1[O:9][C@H:8]([CH3:10])[C@@H:6]([OH:7])[C@H:4]1[OH:5].[C:11]([O-:14])(=O)[CH3:12].[Na+].[C:16](OC(=O)C)(=[O:18])[CH3:17].C(O)(=O)C.C(=O)(O)[O-].[Na+]. The catalyst class is: 11. Product: [CH3:1][O:2][CH:3]1[O:9][C@H:8]([CH3:10])[C@@H:6]([O:7][C:11](=[O:14])[CH3:12])[C@H:4]1[O:5][C:16](=[O:18])[CH3:17]. (3) Reactant: C(OC([N:8]1[C:12]2=[C:13]([Cl:25])[N:14]=[CH:15][C:16]([C:17]([N:19]3[CH2:24][CH2:23][O:22][CH2:21][CH2:20]3)=[O:18])=[C:11]2[C:10]([CH3:26])=[CH:9]1)=O)(C)(C)C.[Br:27][C:28]1[CH:29]=[C:30]([CH:32]=[CH:33][CH:34]=1)[NH2:31].CS(O)(=O)=O. Product: [ClH:25].[Br:27][C:28]1[CH:29]=[C:30]([NH:31][C:13]2[N:14]=[CH:15][C:16]([C:17]([N:19]3[CH2:20][CH2:21][O:22][CH2:23][CH2:24]3)=[O:18])=[C:11]3[C:10]([CH3:26])=[CH:9][NH:8][C:12]=23)[CH:32]=[CH:33][CH:34]=1. The catalyst class is: 169. (4) Reactant: Cl.CO.C([O:6][CH:7](OCC)[C:8]1[CH:13]=[CH:12][C:11]([CH2:14][N:15]([CH3:17])[CH3:16])=[CH:10][CH:9]=1)C. Product: [CH3:17][N:15]([CH2:14][C:11]1[CH:10]=[CH:9][C:8]([CH:7]=[O:6])=[CH:13][CH:12]=1)[CH3:16]. The catalyst class is: 5.